This data is from Reaction yield outcomes from USPTO patents with 853,638 reactions. The task is: Predict the reaction yield, written as a fraction of the theoretical maximum amount of product (1.0 means a 100% yield; for example, 0.34 means a 34% yield). The reactants are [C:1]([C:4]1[S:5][C:6](Cl)=[CH:7][CH:8]=1)(=O)C.[Cl:10][C:11]1[S:15][C:14]([C:16]([CH2:18][C:19]#[N:20])=[O:17])=[CH:13][CH:12]=1.[CH2:21]([N:28]1CCC(=O)CC1)[C:22]1[CH:27]=[CH:26][CH:25]=[CH:24][CH:23]=1.N1CCOCC1.[S]. No catalyst specified. The product is [NH2:20][C:19]1[S:5][C:4]2[CH2:1][N:28]([CH2:21][C:22]3[CH:27]=[CH:26][CH:25]=[CH:24][CH:23]=3)[CH2:6][CH2:7][C:8]=2[C:18]=1[C:16]([C:14]1[S:15][C:11]([Cl:10])=[CH:12][CH:13]=1)=[O:17]. The yield is 0.630.